Dataset: Forward reaction prediction with 1.9M reactions from USPTO patents (1976-2016). Task: Predict the product of the given reaction. Given the reactants O[CH2:2][CH2:3][O:4][NH:5][C:6](=[O:12])[O:7][C:8]([CH3:11])([CH3:10])[CH3:9].[CH2:13]([N:15](CC)[CH2:16][CH3:17])[CH3:14].CS(Cl)(=O)=[O:22].C(=O)(O)[O-].[Na+], predict the reaction product. The product is: [N:15]1([CH2:2][CH2:3][O:4][NH:5][C:6](=[O:12])[O:7][C:8]([CH3:9])([CH3:10])[CH3:11])[CH2:16][CH2:17][O:22][CH2:14][CH2:13]1.